This data is from Full USPTO retrosynthesis dataset with 1.9M reactions from patents (1976-2016). The task is: Predict the reactants needed to synthesize the given product. Given the product [Br:14][C:15]1[CH:16]=[C:17]([NH:13][C:10]2[CH:9]=[CH:8][C:7]([N:4]3[CH2:5][CH2:6][O:1][CH2:2][CH2:3]3)=[CH:12][N:11]=2)[C:18]2[N:19]([CH:22]=[CH:23][N:24]=2)[C:20]=1[CH3:21], predict the reactants needed to synthesize it. The reactants are: [O:1]1[CH2:6][CH2:5][N:4]([C:7]2[CH:8]=[CH:9][C:10]([NH2:13])=[N:11][CH:12]=2)[CH2:3][CH2:2]1.[Br:14][C:15]1[CH:16]=[C:17](Br)[C:18]2[N:19]([CH:22]=[CH:23][N:24]=2)[C:20]=1[CH3:21].C1(P(C2C=CC=CC=2)C2C=CC3C(=CC=CC=3)C=2C2C3C(=CC=CC=3)C=CC=2P(C2C=CC=CC=2)C2C=CC=CC=2)C=CC=CC=1.C(=O)([O-])[O-].[Cs+].[Cs+].